The task is: Predict the reaction yield, written as a fraction of the theoretical maximum amount of product (1.0 means a 100% yield; for example, 0.34 means a 34% yield).. This data is from Reaction yield outcomes from USPTO patents with 853,638 reactions. (1) The reactants are [CH2:1](O)[CH:2]=[CH2:3].O[O:6][S:7]([O-:9])=O.[K+].[CH3:11][C:12]([CH3:14])=O. The catalyst is O. The product is [CH2:1]([S:7]([CH2:14][CH:12]=[CH2:11])(=[O:9])=[O:6])[CH:2]=[CH2:3]. The yield is 0.720. (2) The reactants are C1C2NC3C(=CC=CC=3)SC=2C=CC=1C(O)=[O:16].[C:18]([N:21]1[C:27]2[CH:28]=[CH:29][CH:30]=[CH:31][C:26]=2[CH2:25][CH2:24][C:23]2[CH:32]=[CH:33][C:34]([C:36](=[O:38])C)=[CH:35][C:22]1=2)(=[O:20])[CH3:19]. No catalyst specified. The product is [C:18]([N:21]1[C:27]2[CH:28]=[CH:29][CH:30]=[CH:31][C:26]=2[CH2:25][CH2:24][C:23]2[CH:32]=[CH:33][C:34]([C:36]([OH:16])=[O:38])=[CH:35][C:22]1=2)(=[O:20])[CH3:19]. The yield is 0.620. (3) The reactants are [NH2:1][N:2]1[C:7]([CH2:8][CH:9](OC)OC)=[CH:6][C:5]([CH3:14])=[C:4]([C:15]#[N:16])[C:3]1=[O:17].[ClH:18]. The catalyst is C1COCC1. The product is [ClH:18].[CH3:14][C:5]1[CH:6]=[C:7]2[CH:8]=[CH:9][NH:1][N:2]2[C:3](=[O:17])[C:4]=1[C:15]#[N:16]. The yield is 0.770. (4) The catalyst is CN(C)C=O.[Cu](I)I. The product is [CH2:19]([O:18][C:2]1[C:10]2[NH:9][C:8](=[O:11])[N:7]([CH3:12])[C:6]=2[C:5]([CH:13]([CH2:16][CH3:17])[CH2:14][CH3:15])=[CH:4][CH:3]=1)[CH3:20]. The reactants are Br[C:2]1[C:10]2[NH:9][C:8](=[O:11])[N:7]([CH3:12])[C:6]=2[C:5]([CH:13]([CH2:16][CH3:17])[CH2:14][CH3:15])=[CH:4][CH:3]=1.[O-:18][CH2:19][CH3:20].[Na+].[Cl-].[NH4+]. The yield is 0.790. (5) The reactants are [CH2:1]([O:3][C:4](=[O:26])[C@@H:5]([CH2:12][C:13]1[CH:18]=[CH:17][C:16]([NH2:19])=[C:15]([CH3:20])[C:14]=1[CH2:21][O:22][C:23](=[O:25])[CH3:24])[CH2:6][C:7]([O:9][CH2:10][CH3:11])=[O:8])[CH3:2].[Cl:27]N1C(=O)CCC1=O. The catalyst is C(#N)C.C(OCC)(=O)C. The product is [CH2:1]([O:3][C:4](=[O:26])[C@@H:5]([CH2:12][C:13]1[CH:18]=[C:17]([Cl:27])[C:16]([NH2:19])=[C:15]([CH3:20])[C:14]=1[CH2:21][O:22][C:23](=[O:25])[CH3:24])[CH2:6][C:7]([O:9][CH2:10][CH3:11])=[O:8])[CH3:2]. The yield is 0.590. (6) The reactants are Cl.[CH3:2][O:3][C:4]([C:6]1[CH:7]=[C:8]2[C:12](=[CH:13][CH:14]=1)[CH2:11][CH2:10][C@H:9]2[NH2:15])=[O:5].CCN(C(C)C)C(C)C.[C:25]1([C:35](Cl)=[O:36])[C:34]2[C:29](=[CH:30][CH:31]=[CH:32][CH:33]=2)[CH:28]=[CH:27][CH:26]=1. The catalyst is ClCCl.C(OCC)(=O)C. The product is [C:25]1([C:35]([NH:15][C@H:9]2[C:8]3[C:12](=[CH:13][CH:14]=[C:6]([C:4]([O:3][CH3:2])=[O:5])[CH:7]=3)[CH2:11][CH2:10]2)=[O:36])[C:34]2[C:29](=[CH:30][CH:31]=[CH:32][CH:33]=2)[CH:28]=[CH:27][CH:26]=1. The yield is 0.580. (7) The reactants are [Cl:1][C:2]1[C:3]([F:19])=[C:4]([CH:16]=[CH:17][CH:18]=1)[CH2:5][NH:6][C:7](=[NH:15])[CH:8](OCC)OCC.S(=O)(=O)(O)O. No catalyst specified. The product is [Cl:1][C:2]1[C:3]([F:19])=[C:4]2[C:16]([CH:8]=[C:7]([NH2:15])[N:6]=[CH:5]2)=[CH:17][CH:18]=1. The yield is 0.880. (8) The reactants are C(C1C=C[S:6]C=1)(=O)C.[S:9]1[CH:13]=[CH:12][C:11]([C:14]([CH2:16][C:17]#[N:18])=[O:15])=[CH:10]1.[CH2:19]([N:26]1[CH2:31][CH2:30][C:29](=O)[CH2:28][CH2:27]1)[C:20]1[CH:25]=[CH:24][CH:23]=[CH:22][CH:21]=1.N1CCOCC1.[S]. No catalyst specified. The product is [NH2:18][C:17]1[S:6][C:28]2[CH2:27][N:26]([CH2:19][C:20]3[CH:25]=[CH:24][CH:23]=[CH:22][CH:21]=3)[CH2:31][CH2:30][C:29]=2[C:16]=1[C:14]([C:11]1[CH:12]=[CH:13][S:9][CH:10]=1)=[O:15]. The yield is 0.680. (9) The reactants are [O:1]=[C:2]1[C:19]2[C:10](=[N:11][C:12]3[CH:13]=[CH:14][CH:15]=[CH:16][C:17]=3[CH:18]=2)[O:9][C:8]2[C:3]1=[CH:4][C:5]([C:20]1[CH:27]=[CH:26][C:23](C=O)=[CH:22][CH:21]=1)=[CH:6][CH:7]=2.CN1CCC(=C2[C:43]3[N:44]=[CH:45]C=[CH:47][C:42]=3[CH2:41]CC3C=CC=CC2=3)CC1.[CH:50](=[O:57])C1C=CC=CC=1.Cl.N(CC(O)=[O:63])C. No catalyst specified. The product is [CH3:50][O:57][C:41]([CH:42]1[CH2:47][N:44]([CH2:45][C:23]2[CH:22]=[CH:21][C:20]([C:5]3[CH:4]=[C:3]4[C:8](=[CH:7][CH:6]=3)[O:9][C:10]3=[N:11][C:12]5[CH:13]=[CH:14][CH:15]=[CH:16][C:17]=5[CH:18]=[C:19]3[C:2]4=[O:1])=[CH:27][CH:26]=2)[CH2:43]1)=[O:63]. The yield is 0.480. (10) The reactants are [NH2:1][C:2]1[CH:3]=[CH:4][C:5]2[S:9][C:8]([S:10][CH2:11][C:12]([N:14]3[C:23]4[C:18](=[CH:19][CH:20]=[CH:21][CH:22]=4)[CH2:17][CH2:16][CH2:15]3)=[O:13])=[N:7][C:6]=2[CH:24]=1.[CH3:25][S:26](Cl)(=[O:28])=[O:27].N1C=CC=CC=1. The catalyst is C(Cl)Cl. The product is [N:14]1([C:12](=[O:13])[CH2:11][S:10][C:8]2[S:9][C:5]3[CH:4]=[CH:3][C:2]([NH:1][S:26]([CH3:25])(=[O:28])=[O:27])=[CH:24][C:6]=3[N:7]=2)[C:23]2[C:18](=[CH:19][CH:20]=[CH:21][CH:22]=2)[CH2:17][CH2:16][CH2:15]1. The yield is 0.600.